The task is: Predict which catalyst facilitates the given reaction.. This data is from Catalyst prediction with 721,799 reactions and 888 catalyst types from USPTO. Reactant: [I:1][C:2]1[CH:3]=[C:4]([C:8]2([NH:18]C(=O)OC(C)(C)C)[CH2:16][CH2:15][C:14]3[C:10](=[CH:11][N:12]([CH3:17])[N:13]=3)[CH2:9]2)[CH:5]=[CH:6][CH:7]=1.Cl. Product: [I:1][C:2]1[CH:3]=[C:4]([C:8]2([NH2:18])[CH2:16][CH2:15][C:14]3[C:10](=[CH:11][N:12]([CH3:17])[N:13]=3)[CH2:9]2)[CH:5]=[CH:6][CH:7]=1. The catalyst class is: 12.